From a dataset of Catalyst prediction with 721,799 reactions and 888 catalyst types from USPTO. Predict which catalyst facilitates the given reaction. (1) Reactant: [OH-].[Li+].[Br:3][C:4]1[C:12]2[C:7](=[CH:8][CH:9]=[C:10]([NH:13][C:14]([O:16][C:17]([CH3:20])([CH3:19])[CH3:18])=[O:15])[CH:11]=2)[NH:6][C:5]=1[C:21]([O:23]CC)=[O:22].CO.O. Product: [Br:3][C:4]1[C:12]2[C:7](=[CH:8][CH:9]=[C:10]([NH:13][C:14]([O:16][C:17]([CH3:20])([CH3:18])[CH3:19])=[O:15])[CH:11]=2)[NH:6][C:5]=1[C:21]([OH:23])=[O:22]. The catalyst class is: 1. (2) Reactant: [F:1][C:2]1[CH:19]=[CH:18][C:5]([CH2:6][C:7]2[NH:11][N:10]=[C:9]([C:12]3[CH:17]=[CH:16][N:15]=[CH:14][CH:13]=3)[CH:8]=2)=[CH:4][CH:3]=1.[H-].[Na+].I[CH:23]1[CH2:26][N:25]([CH:27]([C:34]2[CH:39]=[CH:38][CH:37]=[CH:36][CH:35]=2)[C:28]2[CH:33]=[CH:32][CH:31]=[CH:30][CH:29]=2)[CH2:24]1. Product: [C:28]1([CH:27]([C:34]2[CH:39]=[CH:38][CH:37]=[CH:36][CH:35]=2)[N:25]2[CH2:26][CH:23]([N:11]3[C:7]([CH2:6][C:5]4[CH:18]=[CH:19][C:2]([F:1])=[CH:3][CH:4]=4)=[CH:8][C:9]([C:12]4[CH:17]=[CH:16][N:15]=[CH:14][CH:13]=4)=[N:10]3)[CH2:24]2)[CH:29]=[CH:30][CH:31]=[CH:32][CH:33]=1. The catalyst class is: 3. (3) Reactant: [Cl:1][C:2]1[CH:7]=[CH:6][CH:5]=[C:4]([Cl:8])[C:3]=1[N:9]1[C:13]([CH2:14][O:15][C:16]2[CH:21]=[CH:20][C:19]([C:22](=[O:24])[CH3:23])=[C:18]([CH3:25])[CH:17]=2)=[C:12]([CH:26]([CH3:28])[CH3:27])[N:11]=[N:10]1.[BH4-].[Na+]. Product: [Cl:1][C:2]1[CH:7]=[CH:6][CH:5]=[C:4]([Cl:8])[C:3]=1[N:9]1[C:13]([CH2:14][O:15][C:16]2[CH:21]=[CH:20][C:19]([CH:22]([OH:24])[CH3:23])=[C:18]([CH3:25])[CH:17]=2)=[C:12]([CH:26]([CH3:28])[CH3:27])[N:11]=[N:10]1. The catalyst class is: 36.